Dataset: Reaction yield outcomes from USPTO patents with 853,638 reactions. Task: Predict the reaction yield, written as a fraction of the theoretical maximum amount of product (1.0 means a 100% yield; for example, 0.34 means a 34% yield). (1) The reactants are [C:1]1([Mg]Br)[CH:6]=[CH:5][CH:4]=[CH:3][CH:2]=1.[CH3:9][N:10]1[CH:15]2[CH2:16][CH2:17][CH:11]1[C:12](=[O:18])[CH2:13][CH2:14]2. The catalyst is O1CCCC1. The product is [CH3:9][N:10]1[CH:15]2[CH2:16][CH2:17][CH:11]1[C:12]([C:1]1[CH:6]=[CH:5][CH:4]=[CH:3][CH:2]=1)([OH:18])[CH2:13][CH2:14]2. The yield is 0.651. (2) The reactants are [CH3:1][O:2][C:3]1[CH:8]=[C:7]([NH2:9])[CH:6]=[C:5]([O:10][CH3:11])[C:4]=1[C:12]1[CH:17]=[CH:16][CH:15]=[CH:14][CH:13]=1.C(#N)C1C=CC=C(C#N)C=1.[Br:28][C:29]1[CH:30]=[C:31]([CH:34]=[CH:35][CH:36]=1)[C:32]#N.CC[O:39]C(C)=O.C(Cl)Cl. No catalyst specified. The product is [NH2:9][C:7]1[CH:6]=[C:5]([O:10][CH3:11])[C:4]([C:12]2[CH:17]=[CH:16][CH:15]=[CH:14][CH:13]=2)=[C:3]([O:2][CH3:1])[C:8]=1[C:32]([C:31]1[CH:34]=[CH:35][CH:36]=[C:29]([Br:28])[CH:30]=1)=[O:39]. The yield is 0.350. (3) The reactants are S(=O)(=O)(O)[OH:2].ON=[CH:8][C:9]([NH:11][C:12]1[CH:17]=[CH:16][CH:15]=[CH:14][C:13]=1[CH:18]([CH3:20])[CH3:19])=[O:10]. No catalyst specified. The product is [CH:18]([C:13]1[CH:14]=[CH:15][CH:16]=[C:17]2[C:12]=1[NH:11][C:9](=[O:10])[C:8]2=[O:2])([CH3:20])[CH3:19]. The yield is 0.840. (4) The reactants are Cl[C:2]1[CH2:6][C:5]([CH3:8])([CH3:7])[CH2:4][C:3]=1/[CH:9]=[CH:10]/[C:11]([O:13][CH2:14][CH3:15])=[O:12].[N-:16]=[N+]=[N-].[Na+].O.C(Cl)Cl. The product is [CH3:7][C:5]1([CH3:8])[CH2:6][C:2]2[NH:16][C:10]([C:11]([O:13][CH2:14][CH3:15])=[O:12])=[CH:9][C:3]=2[CH2:4]1. The yield is 0.370. The catalyst is CS(C)=O. (5) The reactants are C(OC([NH:8][C:9]1[CH:14]=[CH:13][CH:12]=[CH:11][C:10]=1[NH:15][C:16](=[O:30])[C:17]1[CH:22]=[CH:21][C:20]([N:23]2[CH2:28][CH2:27][N:26]([CH3:29])[CH2:25][CH2:24]2)=[CH:19][CH:18]=1)=O)(C)(C)C.C(OCC)C. The catalyst is Cl. The product is [NH2:8][C:9]1[CH:14]=[CH:13][CH:12]=[CH:11][C:10]=1[NH:15][C:16](=[O:30])[C:17]1[CH:18]=[CH:19][C:20]([N:23]2[CH2:24][CH2:25][N:26]([CH3:29])[CH2:27][CH2:28]2)=[CH:21][CH:22]=1. The yield is 0.110. (6) The reactants are [CH2:1]([O:3][C:4]([C:6]1[C:7]([C:11]([F:14])([F:13])[F:12])=[N:8][NH:9][CH:10]=1)=[O:5])[CH3:2].C(=O)([O-])[O-].[K+].[K+].Br[C:22]1[CH:27]=[CH:26][CH:25]=[CH:24][N:23]=1.CN[C@@H]1CCCC[C@H]1NC. The catalyst is C1(C)C=CC=CC=1.C(OCC)(=O)C.[Cu]I. The product is [CH2:1]([O:3][C:4]([C:6]1[C:7]([C:11]([F:13])([F:14])[F:12])=[N:8][N:9]([C:22]2[CH:27]=[CH:26][CH:25]=[CH:24][N:23]=2)[CH:10]=1)=[O:5])[CH3:2]. The yield is 0.800. (7) The reactants are [O:1]=[S:2]1(=[O:37])[CH2:7][CH2:6][CH:5]([NH:8][S:9]([C:12]2[CH:17]=[CH:16][C:15]([C:18]3[CH:23]=[CH:22][N:21]=[C:20]4[N:24]([S:28]([C:31]5[CH:36]=[CH:35][CH:34]=[CH:33][CH:32]=5)(=[O:30])=[O:29])[C:25]([CH3:27])=[CH:26][C:19]=34)=[CH:14][CH:13]=2)(=[O:11])=[O:10])[CH2:4][CH2:3]1.[C:38](=O)([O-])[O-].[Cs+].[Cs+].CI. The catalyst is C(Cl)Cl. The product is [O:37]=[S:2]1(=[O:1])[CH2:3][CH2:4][CH:5]([N:8]([CH3:38])[S:9]([C:12]2[CH:17]=[CH:16][C:15]([C:18]3[CH:23]=[CH:22][N:21]=[C:20]4[N:24]([S:28]([C:31]5[CH:32]=[CH:33][CH:34]=[CH:35][CH:36]=5)(=[O:29])=[O:30])[C:25]([CH3:27])=[CH:26][C:19]=34)=[CH:14][CH:13]=2)(=[O:11])=[O:10])[CH2:6][CH2:7]1. The yield is 1.00. (8) The reactants are F[C:2]1[C:3]([CH3:22])=[N:4][C:5]2[C:10]([N:11]=1)=[C:9]([C:12]1[NH:20][C:19]3[CH2:18][CH2:17][NH:16][C:15](=[O:21])[C:14]=3[CH:13]=1)[CH:8]=[CH:7][CH:6]=2.[NH:23]1[CH2:27][CH2:26][CH2:25][CH2:24]1.CO.C(Cl)Cl. The catalyst is CS(C)=O. The yield is 0.620. The product is [CH3:22][C:3]1[C:2]([N:23]2[CH2:27][CH2:26][CH2:25][CH2:24]2)=[N:11][C:10]2[C:5](=[CH:6][CH:7]=[CH:8][C:9]=2[C:12]2[NH:20][C:19]3[CH2:18][CH2:17][NH:16][C:15](=[O:21])[C:14]=3[CH:13]=2)[N:4]=1. (9) The reactants are [CH3:1][N:2]([CH2:4][C@@H:5]1[CH2:7][C@H:6]1[C:8]1[CH:9]=[C:10]2[C:14](=[CH:15][CH:16]=1)[NH:13][CH:12]=[CH:11]2)[CH3:3].CC(C)([O-])C.[K+].N#C[Br:25]. The catalyst is C1COCC1. The product is [CH3:3][N:2]([CH2:4][CH:5]1[CH2:7][CH:6]1[C:8]1[CH:9]=[C:10]2[C:14](=[CH:15][CH:16]=1)[NH:13][CH:12]=[C:11]2[Br:25])[CH3:1]. The yield is 0.980.